From a dataset of Catalyst prediction with 721,799 reactions and 888 catalyst types from USPTO. Predict which catalyst facilitates the given reaction. (1) Reactant: C([O:4][CH2:5][CH:6]1[CH:11]=[CH:10][C@H:9]([NH:12][C:13]2[C:18]([N+:19]([O-])=O)=[CH:17][N:16]=[C:15]3[CH:22]=[CH:23][S:24][C:14]=23)[CH2:8][O:7]1)(=O)C. Product: [NH2:19][C:18]1[C:13]([NH:12][C@@H:9]2[CH2:8][O:7][C@@H:6]([CH2:5][OH:4])[CH2:11][CH2:10]2)=[C:14]2[S:24][CH:23]=[CH:22][C:15]2=[N:16][CH:17]=1. The catalyst class is: 43. (2) Reactant: [C:1]([O:4][CH2:5][C:6]1[CH:11]=[C:10]([NH:12][C:13]2[C:18]([CH2:19][CH3:20])=[C:17]([CH3:21])[N:16]=[C:15]([C:22]3[S:23][C:24]([Cl:27])=[CH:25][CH:26]=3)[N:14]=2)[CH:9]=[CH:8][C:7]=1Br)(=[O:3])[CH3:2].[CH3:29][C:30]1([CH3:46])[C:34]([CH3:36])([CH3:35])[O:33][B:32]([B:32]2[O:33][C:34]([CH3:36])([CH3:35])[C:30]([CH3:46])([CH3:29])[O:31]2)[O:31]1.CC([O-])=O.[K+]. Product: [C:1]([O:4][CH2:5][C:6]1[CH:11]=[C:10]([NH:12][C:13]2[C:18]([CH2:19][CH3:20])=[C:17]([CH3:21])[N:16]=[C:15]([C:22]3[S:23][C:24]([Cl:27])=[CH:25][CH:26]=3)[N:14]=2)[CH:9]=[CH:8][C:7]=1[B:32]1[O:33][C:34]([CH3:36])([CH3:35])[C:30]([CH3:46])([CH3:29])[O:31]1)(=[O:3])[CH3:2]. The catalyst class is: 294. (3) Reactant: [C:1]1([CH2:7][O:8][C:9](=[O:43])[NH:10][CH2:11][CH2:12][CH2:13][NH:14][C:15]2[C:20]([CH2:21][O:22][Si](C(C)(C)C)(C)C)=[CH:19][N:18]=[C:17]([NH:30][C:31]3[CH:36]=[CH:35][CH:34]=[C:33]([NH:37][C:38]([NH:40][CH2:41][CH3:42])=[O:39])[CH:32]=3)[N:16]=2)[CH:6]=[CH:5][CH:4]=[CH:3][CH:2]=1.C([O-])(O)=O.[Na+].C(OCC)(=O)C. Product: [CH2:41]([NH:40][C:38]([NH:37][C:33]1[CH:32]=[C:31]([NH:30][C:17]2[N:16]=[C:15]([NH:14][CH2:13][CH2:12][CH2:11][NH:10][C:9](=[O:43])[O:8][CH2:7][C:1]3[CH:6]=[CH:5][CH:4]=[CH:3][CH:2]=3)[C:20]([CH2:21][OH:22])=[CH:19][N:18]=2)[CH:36]=[CH:35][CH:34]=1)=[O:39])[CH3:42]. The catalyst class is: 361. (4) Reactant: [C:1]([O:5][C:6]1[CH:7]=[C:8]([CH:12]=[CH:13][CH:14]=1)[C:9]([OH:11])=O)([CH3:4])([CH3:3])[CH3:2].C(Cl)(=O)C(Cl)=O.O1CCCC1.[NH2:26][C:27]1[CH:28]=[C:29]([CH:46]=[CH:47][CH:48]=1)[O:30][C:31]1[CH:32]=[CH:33][C:34]2[N:35]([CH:37]=[C:38]([NH:40][C:41]([CH:43]3[CH2:45][CH2:44]3)=[O:42])[N:39]=2)[N:36]=1. Product: [C:1]([O:5][C:6]1[CH:7]=[C:8]([CH:12]=[CH:13][CH:14]=1)[C:9]([NH:26][C:27]1[CH:48]=[CH:47][CH:46]=[C:29]([O:30][C:31]2[CH:32]=[CH:33][C:34]3[N:35]([CH:37]=[C:38]([NH:40][C:41]([CH:43]4[CH2:44][CH2:45]4)=[O:42])[N:39]=3)[N:36]=2)[CH:28]=1)=[O:11])([CH3:2])([CH3:3])[CH3:4]. The catalyst class is: 637. (5) Reactant: Cl[C:2]1[CH:7]=[C:6]([Cl:8])[N:5]=[C:4]([S:9][CH2:10][C:11]2[CH:16]=[CH:15][CH:14]=[C:13]([F:17])[C:12]=2[F:18])[N:3]=1.[CH2:19]([O:21][C:22](=[O:26])[C@@H:23]([OH:25])[CH3:24])[CH3:20].[H-].[Na+]. Product: [CH2:19]([O:21][C:22](=[O:26])[C@@H:23]([O:25][C:2]1[CH:7]=[C:6]([Cl:8])[N:5]=[C:4]([S:9][CH2:10][C:11]2[CH:16]=[CH:15][CH:14]=[C:13]([F:17])[C:12]=2[F:18])[N:3]=1)[CH3:24])[CH3:20]. The catalyst class is: 1. (6) Reactant: C([O:5][C:6](=[O:31])[CH2:7][CH2:8][CH2:9][NH:10][CH2:11][CH2:12][N:13]1[C:22]2[C:17]([C:18](=[O:24])[NH:19][C:20](=[O:23])[N:21]=2)=[N:16][C:15]2[CH:25]=[C:26]([CH3:30])[C:27]([CH3:29])=[CH:28][C:14]1=2)(C)(C)C.FC(F)(F)C(O)=O. Product: [CH3:30][C:26]1[C:27]([CH3:29])=[CH:28][C:14]2[N:13]([CH2:12][CH2:11][NH:10][CH2:9][CH2:8][CH2:7][C:6]([OH:31])=[O:5])[C:22]3[C:17]([C:18](=[O:24])[NH:19][C:20](=[O:23])[N:21]=3)=[N:16][C:15]=2[CH:25]=1. The catalyst class is: 4.